This data is from Catalyst prediction with 721,799 reactions and 888 catalyst types from USPTO. The task is: Predict which catalyst facilitates the given reaction. Reactant: [OH:1]OS([O-])=O.[K+].[CH3:7][S:8][C:9]1[CH:14]=[CH:13][CH:12]=[CH:11][C:10]=1[CH2:15][C:16]#[N:17].O. Product: [CH3:7][S:8]([C:9]1[CH:14]=[CH:13][CH:12]=[CH:11][C:10]=1[CH2:15][C:16]#[N:17])=[O:1]. The catalyst class is: 2.